Dataset: Peptide-MHC class II binding affinity with 134,281 pairs from IEDB. Task: Regression. Given a peptide amino acid sequence and an MHC pseudo amino acid sequence, predict their binding affinity value. This is MHC class II binding data. (1) The peptide sequence is AMYMALIAAFSIRPGK. The MHC is DRB3_0101 with pseudo-sequence DRB3_0101. The binding affinity (normalized) is 0. (2) The peptide sequence is HAYYLQYKNVRPDYL. The MHC is DRB1_1501 with pseudo-sequence DRB1_1501. The binding affinity (normalized) is 0.607. (3) The peptide sequence is EAMSQVTNSATIMMQR. The MHC is HLA-DQA10401-DQB10402 with pseudo-sequence HLA-DQA10401-DQB10402. The binding affinity (normalized) is 0.266. (4) The peptide sequence is PVSPGEMRLRDDQRK. The MHC is DRB3_0101 with pseudo-sequence DRB3_0101. The binding affinity (normalized) is 0.238.